Task: Predict which catalyst facilitates the given reaction.. Dataset: Catalyst prediction with 721,799 reactions and 888 catalyst types from USPTO (1) Reactant: [F:1][C:2]([F:43])([F:42])[C:3]1[CH:4]=[C:5]([C@H:13]([N:15]([CH3:41])[C:16]([N:18]2[CH2:23][CH2:22][N:21]3[C:24](=[O:33])[C:25]([CH2:30][CH2:31]O)([CH2:27][CH2:28][OH:29])[CH2:26][C@H:20]3[C@@H:19]2[C:34]2[CH:39]=[CH:38][CH:37]=[CH:36][C:35]=2[CH3:40])=[O:17])[CH3:14])[CH:6]=[C:7]([C:9]([F:12])([F:11])[F:10])[CH:8]=1.CS(Cl)(=O)=O. Product: [F:12][C:9]([F:10])([F:11])[C:7]1[CH:6]=[C:5]([C@H:13]([N:15]([CH3:41])[C:16]([N:18]2[CH2:23][CH2:22][N:21]3[C:24](=[O:33])[C:25]4([CH2:30][CH2:31][O:29][CH2:28][CH2:27]4)[CH2:26][C@H:20]3[C@@H:19]2[C:34]2[CH:39]=[CH:38][CH:37]=[CH:36][C:35]=2[CH3:40])=[O:17])[CH3:14])[CH:4]=[C:3]([C:2]([F:1])([F:42])[F:43])[CH:8]=1. The catalyst class is: 2. (2) Reactant: [CH:1]12[CH2:7][CH:4]([NH:5][CH2:6]1)[CH2:3][N:2]2[C:8]1[S:9][CH:10]=[C:11]([C:13]2[CH:18]=[CH:17][N:16]=[C:15]([NH:19][CH:20]([C:22]3[CH:27]=[CH:26][CH:25]=[CH:24][CH:23]=3)[CH3:21])[CH:14]=2)[N:12]=1.[CH3:28][C:29]([CH3:31])=O.CO. Product: [CH:29]([N:5]1[CH2:6][C@@H:1]2[CH2:7][C@H:4]1[CH2:3][N:2]2[C:8]1[S:9][CH:10]=[C:11]([C:13]2[CH:18]=[CH:17][N:16]=[C:15]([NH:19][C@H:20]([C:22]3[CH:27]=[CH:26][CH:25]=[CH:24][CH:23]=3)[CH3:21])[CH:14]=2)[N:12]=1)([CH3:31])[CH3:28]. The catalyst class is: 373. (3) Reactant: [C:1]1(=[O:6])[O:5][CH2:4][CH2:3][CH2:2]1.[CH3:7][O:8][CH:9]([O:12][CH3:13])[CH2:10][NH2:11]. The catalyst class is: 7. Product: [CH3:7][O:8][CH:9]([O:12][CH3:13])[CH2:10][NH:11][C:1](=[O:6])[CH2:2][CH2:3][CH2:4][OH:5]. (4) Reactant: [NH:1]1[C:5]2([CH2:14][CH2:13][C:8]3([O:12][CH2:11][CH2:10][O:9]3)[CH2:7][CH2:6]2)[C:4](=O)[NH:3][C:2]1=[O:16].[H-].[H-].[H-].[H-].[Li+].[Al+3].[C@H](O)(C([O-])=O)[C@@H](O)C([O-])=O.[Na+].[K+]. Product: [NH:1]1[C:5]2([CH2:14][CH2:13][C:8]3([O:12][CH2:11][CH2:10][O:9]3)[CH2:7][CH2:6]2)[CH2:4][NH:3][C:2]1=[O:16]. The catalyst class is: 1. (5) Reactant: [Cl:1][C:2]1[N:3]=[C:4]([N:11]2[CH2:16][CH2:15][O:14][CH2:13][CH2:12]2)[C:5]2[O:10][CH:9]=[CH:8][C:6]=2[N:7]=1.C([Li])CCC.[CH3:22][C:23]([CH3:25])=[O:24]. Product: [Cl:1][C:2]1[N:3]=[C:4]([N:11]2[CH2:16][CH2:15][O:14][CH2:13][CH2:12]2)[C:5]2[O:10][C:9]([C:23]([OH:24])([CH3:25])[CH3:22])=[CH:8][C:6]=2[N:7]=1. The catalyst class is: 1.